From a dataset of Forward reaction prediction with 1.9M reactions from USPTO patents (1976-2016). Predict the product of the given reaction. (1) Given the reactants [Cl:1][C:2]1[CH:7]=[CH:6][C:5]([C:8]2[S:9][CH:10]=[C:11]([CH2:13][S:14][C:15]3[C:20]([C:21]#[N:22])=[C:19]([C:23]4[CH:28]=[CH:27][C:26]([O:29][CH2:30][CH2:31][OH:32])=[CH:25][CH:24]=4)[C:18]([C:33]#[N:34])=[C:17]([NH:35][CH2:36][CH2:37][CH3:38])[N:16]=3)[N:12]=2)=[CH:4][CH:3]=1.[C:39]([O:43][C:44]([NH:46][C@H:47]([C:49](O)=[O:50])[CH3:48])=[O:45])([CH3:42])([CH3:41])[CH3:40].Cl.CN(C)CCCN=C=NCC.ClCCl, predict the reaction product. The product is: [C:39]([O:43][C:44]([NH:46][C@H:47]([C:49]([O:32][CH2:31][CH2:30][O:29][C:26]1[CH:27]=[CH:28][C:23]([C:19]2[C:18]([C:33]#[N:34])=[C:17]([NH:35][CH2:36][CH2:37][CH3:38])[N:16]=[C:15]([S:14][CH2:13][C:11]3[N:12]=[C:8]([C:5]4[CH:4]=[CH:3][C:2]([Cl:1])=[CH:7][CH:6]=4)[S:9][CH:10]=3)[C:20]=2[C:21]#[N:22])=[CH:24][CH:25]=1)=[O:50])[CH3:48])=[O:45])([CH3:41])([CH3:42])[CH3:40]. (2) Given the reactants [OH:1][C:2]1[C:3]([CH3:8])=[N:4][CH:5]=[CH:6][CH:7]=1.[CH2:9](Cl)[C:10]#[CH:11].N1NN=C(COC2C=CC(N3C=NN=N3)=NC=2)C=1, predict the reaction product. The product is: [CH3:8][C:3]1[C:2]([O:1][CH2:11][C:10]#[CH:9])=[CH:7][CH:6]=[CH:5][N:4]=1.